Task: Predict the reactants needed to synthesize the given product.. Dataset: Full USPTO retrosynthesis dataset with 1.9M reactions from patents (1976-2016) (1) Given the product [O:1]1[CH:5]=[CH:4][C:3]([C:6]2[S:7][C:8]3[CH2:9][C:10]4[C:16]([C:17]5[CH:22]=[CH:21][C:20]([O:23][CH3:24])=[CH:19][CH:18]=5)=[N:15][NH:14][C:11]=4[C:12]=3[CH:13]=2)=[CH:2]1, predict the reactants needed to synthesize it. The reactants are: [O:1]1[CH:5]=[CH:4][C:3]([C:6]2[S:7][C:8]3[CH2:9][C:10]4[C:16]([C:17]5[CH:22]=[CH:21][C:20]([O:23][CH3:24])=[CH:19][CH:18]=5)=[N:15][N:14](COCC[Si](C)(C)C)[C:11]=4[C:12]=3[CH:13]=2)=[CH:2]1.Cl. (2) Given the product [CH3:5][CH:4]([CH3:6])[CH2:3][CH2:2][O:16][C:13]1[CH:14]=[CH:15][C:10]([N+:7]([O-:9])=[O:8])=[CH:11][CH:12]=1, predict the reactants needed to synthesize it. The reactants are: Br[CH2:2][CH2:3][CH:4]([CH3:6])[CH3:5].[N+:7]([C:10]1[CH:15]=[CH:14][C:13]([OH:16])=[CH:12][CH:11]=1)([O-:9])=[O:8].C(=O)([O-])[O-].[K+].[K+].